The task is: Regression. Given two drug SMILES strings and cell line genomic features, predict the synergy score measuring deviation from expected non-interaction effect.. This data is from NCI-60 drug combinations with 297,098 pairs across 59 cell lines. (1) Drug 1: CC(C1=C(C=CC(=C1Cl)F)Cl)OC2=C(N=CC(=C2)C3=CN(N=C3)C4CCNCC4)N. Drug 2: CC1=C(N=C(N=C1N)C(CC(=O)N)NCC(C(=O)N)N)C(=O)NC(C(C2=CN=CN2)OC3C(C(C(C(O3)CO)O)O)OC4C(C(C(C(O4)CO)O)OC(=O)N)O)C(=O)NC(C)C(C(C)C(=O)NC(C(C)O)C(=O)NCCC5=NC(=CS5)C6=NC(=CS6)C(=O)NCCC[S+](C)C)O. Cell line: HOP-62. Synergy scores: CSS=-0.334, Synergy_ZIP=-14.8, Synergy_Bliss=-30.6, Synergy_Loewe=-53.9, Synergy_HSA=-31.5. (2) Drug 1: CC1=CC2C(CCC3(C2CCC3(C(=O)C)OC(=O)C)C)C4(C1=CC(=O)CC4)C. Drug 2: C1=NC2=C(N=C(N=C2N1C3C(C(C(O3)CO)O)F)Cl)N. Cell line: HT29. Synergy scores: CSS=22.6, Synergy_ZIP=1.67, Synergy_Bliss=2.18, Synergy_Loewe=-14.5, Synergy_HSA=0.366. (3) Drug 1: C1C(C(OC1N2C=NC3=C(N=C(N=C32)Cl)N)CO)O. Drug 2: CCC(=C(C1=CC=CC=C1)C2=CC=C(C=C2)OCCN(C)C)C3=CC=CC=C3.C(C(=O)O)C(CC(=O)O)(C(=O)O)O. Cell line: SK-MEL-28. Synergy scores: CSS=16.9, Synergy_ZIP=-4.38, Synergy_Bliss=-7.02, Synergy_Loewe=-12.9, Synergy_HSA=-4.41. (4) Drug 1: CCN(CC)CCNC(=O)C1=C(NC(=C1C)C=C2C3=C(C=CC(=C3)F)NC2=O)C. Drug 2: CC(C)CN1C=NC2=C1C3=CC=CC=C3N=C2N. Cell line: PC-3. Synergy scores: CSS=9.37, Synergy_ZIP=-3.41, Synergy_Bliss=-0.622, Synergy_Loewe=0.984, Synergy_HSA=0.926. (5) Drug 1: C1CC(=O)NC(=O)C1N2CC3=C(C2=O)C=CC=C3N. Drug 2: CCC(=C(C1=CC=CC=C1)C2=CC=C(C=C2)OCCN(C)C)C3=CC=CC=C3.C(C(=O)O)C(CC(=O)O)(C(=O)O)O. Cell line: U251. Synergy scores: CSS=5.79, Synergy_ZIP=-3.18, Synergy_Bliss=0.578, Synergy_Loewe=0.120, Synergy_HSA=0.485. (6) Drug 1: CC1=C(C=C(C=C1)C(=O)NC2=CC(=CC(=C2)C(F)(F)F)N3C=C(N=C3)C)NC4=NC=CC(=N4)C5=CN=CC=C5. Drug 2: C(CN)CNCCSP(=O)(O)O. Cell line: HCT116. Synergy scores: CSS=2.38, Synergy_ZIP=-0.254, Synergy_Bliss=2.25, Synergy_Loewe=-8.18, Synergy_HSA=-1.22. (7) Synergy scores: CSS=47.2, Synergy_ZIP=-11.9, Synergy_Bliss=-13.2, Synergy_Loewe=-8.68, Synergy_HSA=-6.89. Drug 2: CC1C(C(CC(O1)OC2CC(CC3=C2C(=C4C(=C3O)C(=O)C5=CC=CC=C5C4=O)O)(C(=O)C)O)N)O. Cell line: U251. Drug 1: C1=C(C(=O)NC(=O)N1)F.